This data is from Full USPTO retrosynthesis dataset with 1.9M reactions from patents (1976-2016). The task is: Predict the reactants needed to synthesize the given product. Given the product [CH2:1]([S:8]([NH:11][C:12]([CH:14]1[CH2:19][CH2:18][N:17]([C:20]2[C:30]([C:31]#[N:32])=[CH:29][C:23]([C:24]([O:26][CH2:27][CH3:28])=[O:25])=[C:22]([CH2:33][N:37]3[C:41](=[O:42])[CH2:40][CH2:39][C:38]3=[O:43])[N:21]=2)[CH2:16][CH2:15]1)=[O:13])(=[O:10])=[O:9])[C:2]1[CH:7]=[CH:6][CH:5]=[CH:4][CH:3]=1, predict the reactants needed to synthesize it. The reactants are: [CH2:1]([S:8]([NH:11][C:12]([CH:14]1[CH2:19][CH2:18][N:17]([C:20]2[C:30]([C:31]#[N:32])=[CH:29][C:23]([C:24]([O:26][CH2:27][CH3:28])=[O:25])=[C:22]([CH2:33]Cl)[N:21]=2)[CH2:16][CH2:15]1)=[O:13])(=[O:10])=[O:9])[C:2]1[CH:7]=[CH:6][CH:5]=[CH:4][CH:3]=1.[I-].[Na+].[NH:37]1[C:41](=[O:42])[CH2:40][CH2:39][C:38]1=[O:43].